Dataset: Forward reaction prediction with 1.9M reactions from USPTO patents (1976-2016). Task: Predict the product of the given reaction. (1) Given the reactants [Cl:1][C:2]1[C:3]([F:12])=[CH:4][C:5]2[C:9]([CH3:10])=[CH:8][S:7][C:6]=2[CH:11]=1.[Br:13]N1C(=O)CCC1=O.C(OOC(=O)C1C=CC=CC=1)(=O)C1C=CC=CC=1, predict the reaction product. The product is: [Br:13][CH2:10][C:9]1[C:5]2[CH:4]=[C:3]([F:12])[C:2]([Cl:1])=[CH:11][C:6]=2[S:7][CH:8]=1. (2) The product is: [CH2:1]([C@@H:5]1[CH2:9][C:10](=[O:11])[O:12][C:6]1=[O:8])[CH:2]([CH3:3])[CH3:4]. Given the reactants [CH2:1]([C@H:5]([CH2:9][C:10]([OH:12])=[O:11])[C:6]([OH:8])=O)[CH:2]([CH3:4])[CH3:3], predict the reaction product.